This data is from Reaction yield outcomes from USPTO patents with 853,638 reactions. The task is: Predict the reaction yield, written as a fraction of the theoretical maximum amount of product (1.0 means a 100% yield; for example, 0.34 means a 34% yield). (1) The reactants are [N:1]1([CH:17]2[CH2:22][CH2:21][NH:20][CH2:19][CH2:18]2)[CH2:6][CH2:5][CH:4]([N:7]2[C@@H:11]3[CH2:12][CH2:13][CH2:14][CH2:15][C@H:10]3[NH:9][C:8]2=[O:16])[CH2:3][CH2:2]1.[CH:23]1([C:26](O)=[O:27])[CH2:25][CH2:24]1.CN(C(ON1N=NC2C=CC=NC1=2)=[N+](C)C)C.F[P-](F)(F)(F)(F)F.C(N(C(C)C)CC)(C)C. The catalyst is CN(C=O)C. The product is [CH:23]1([C:26]([N:20]2[CH2:21][CH2:22][CH:17]([N:1]3[CH2:2][CH2:3][CH:4]([N:7]4[C@@H:11]5[CH2:12][CH2:13][CH2:14][CH2:15][C@H:10]5[NH:9][C:8]4=[O:16])[CH2:5][CH2:6]3)[CH2:18][CH2:19]2)=[O:27])[CH2:25][CH2:24]1. The yield is 0.510. (2) The catalyst is CN(C=O)C. The reactants are [C:1]([C:3]1[CH:8]=[CH:7][C:6]([OH:9])=[CH:5][CH:4]=1)#[N:2].C(=O)([O-])[O-].[K+].[K+].F[C:17]1[CH:24]=[CH:23][C:20]([CH:21]=[O:22])=[CH:19][CH:18]=1. The product is [C:1]([C:3]1[CH:8]=[CH:7][C:6]([O:9][C:17]2[CH:24]=[CH:23][C:20]([CH:21]=[O:22])=[CH:19][CH:18]=2)=[CH:5][CH:4]=1)#[N:2]. The yield is 0.860. (3) The reactants are [CH3:1][C:2]1[CH:7]=[CH:6][C:5]([N+:8]([O-])=O)=[CH:4][C:3]=1[NH:11][C:12]([N:14]1[CH2:19][CH2:18][O:17][CH2:16][CH2:15]1)=[O:13].N(C1C=C([N+]([O-])=O)C=CC=1C)=C=O.N1CCOCC1.CCCCCC. The catalyst is C1COCC1. The product is [NH2:8][C:5]1[CH:6]=[CH:7][C:2]([CH3:1])=[C:3]([NH:11][C:12]([N:14]2[CH2:19][CH2:18][O:17][CH2:16][CH2:15]2)=[O:13])[CH:4]=1. The yield is 0.970. (4) The reactants are [NH2:1][C:2]1[CH:11]=[C:10]2[C:5]([C:6]([Br:16])=[N:7][N:8]([CH:13]([CH3:15])[CH3:14])[C:9]2=[O:12])=[CH:4][CH:3]=1.[Cl:17][CH2:18][CH2:19][CH2:20][C:21](Cl)=[O:22]. The catalyst is CN(C=O)C. The product is [Br:16][C:6]1[C:5]2[C:10](=[CH:11][C:2]([NH:1][C:21](=[O:22])[CH2:20][CH2:19][CH2:18][Cl:17])=[CH:3][CH:4]=2)[C:9](=[O:12])[N:8]([CH:13]([CH3:14])[CH3:15])[N:7]=1. The yield is 0.670. (5) The reactants are Br[C:2]1[CH:3]=[CH:4][C:5]2[N:6]([C:8]([CH2:11][O:12][C:13]3[C:22]4[C:17](=[CH:18][C:19]([O:23][CH3:24])=[CH:20][CH:21]=4)[N:16]=[CH:15][CH:14]=3)=[N:9][N:10]=2)[CH:7]=1.[CH3:25][N:26](C=O)C. The catalyst is [C-]#N.[Zn+2].[C-]#N.C1(P(C2C=CC=CC=2)[C-]2C=CC=C2)C=CC=CC=1.[C-]1(P(C2C=CC=CC=2)C2C=CC=CC=2)C=CC=C1.[Fe+2].C1C=CC(/C=C/C(/C=C/C2C=CC=CC=2)=O)=CC=1.C1C=CC(/C=C/C(/C=C/C2C=CC=CC=2)=O)=CC=1.C1C=CC(/C=C/C(/C=C/C2C=CC=CC=2)=O)=CC=1.[Pd].[Pd]. The product is [CH3:24][O:23][C:19]1[CH:18]=[C:17]2[C:22]([C:13]([O:12][CH2:11][C:8]3[N:6]4[CH:7]=[C:2]([C:25]#[N:26])[CH:3]=[CH:4][C:5]4=[N:10][N:9]=3)=[CH:14][CH:15]=[N:16]2)=[CH:21][CH:20]=1. The yield is 0.530.